From a dataset of Full USPTO retrosynthesis dataset with 1.9M reactions from patents (1976-2016). Predict the reactants needed to synthesize the given product. (1) Given the product [CH3:11][C:4]1[S:3][C:2]([N:12]2[CH2:17][CH2:16][O:15][CH2:14][CH2:13]2)=[N:6][C:5]=1[C:7]([O:9][CH3:10])=[O:8], predict the reactants needed to synthesize it. The reactants are: Br[C:2]1[S:3][C:4]([CH3:11])=[C:5]([C:7]([O:9][CH3:10])=[O:8])[N:6]=1.[NH:12]1[CH2:17][CH2:16][O:15][CH2:14][CH2:13]1. (2) The reactants are: [C:1]1([C:7]2[C:15]3[C:10](=[CH:11][CH:12]=[C:13]([C:16]([F:19])([F:18])[F:17])[CH:14]=3)[NH:9][C:8]=2C(OCC)=O)[CH:6]=[CH:5][CH:4]=[CH:3][CH:2]=1.CO.[OH-].[Na+].Cl. Given the product [C:1]1([C:7]2[C:15]3[C:10](=[CH:11][CH:12]=[C:13]([C:16]([F:19])([F:17])[F:18])[CH:14]=3)[NH:9][CH:8]=2)[CH:2]=[CH:3][CH:4]=[CH:5][CH:6]=1, predict the reactants needed to synthesize it. (3) Given the product [Cl:8][C:6]1[N:5]=[CH:4][N:3]=[C:2]([N:26]2[CH2:25][CH2:24][CH:23]([N:16]3[CH2:21][CH2:20][CH2:19][CH:18]([OH:22])[CH2:17]3)[CH2:28][CH2:27]2)[N:7]=1, predict the reactants needed to synthesize it. The reactants are: Cl[C:2]1[N:7]=[C:6]([Cl:8])[N:5]=[CH:4][N:3]=1.C(N(CC)CC)C.[N:16]1([CH:23]2[CH2:28][CH2:27][NH:26][CH2:25][CH2:24]2)[CH2:21][CH2:20][CH2:19][CH:18]([OH:22])[CH2:17]1.[Na+].[Cl-]. (4) Given the product [F:15][C:16]1[CH:21]=[CH:20][C:19]([C:2]2[CH:3]=[CH:4][C:5]([O:10][C:11]([F:14])([F:13])[F:12])=[C:6]([CH:7]=[O:8])[CH:9]=2)=[CH:18][CH:17]=1, predict the reactants needed to synthesize it. The reactants are: Br[C:2]1[CH:3]=[CH:4][C:5]([O:10][C:11]([F:14])([F:13])[F:12])=[C:6]([CH:9]=1)[CH:7]=[O:8].[F:15][C:16]1[CH:21]=[CH:20][C:19](B(O)O)=[CH:18][CH:17]=1. (5) Given the product [CH3:1][O:2][C:3]([NH:5][C@H:6]([C:7]([N:9]1[CH2:13][CH2:12][CH2:11][C@H:10]1[C:14]([NH:39][C:38]1[CH:37]=[CH:36][C:35]([C@@H:34]2[CH2:33][CH2:32][C@@H:31]([C:42]3[CH:48]=[CH:47][C:45]([NH2:46])=[CH:44][CH:43]=3)[N:30]2[C:27]2[CH:26]=[CH:25][C:24]([C:20]([CH3:23])([CH3:22])[CH3:21])=[CH:29][CH:28]=2)=[CH:41][CH:40]=1)=[O:16])=[O:8])[CH:17]([CH3:19])[CH3:18])=[O:4], predict the reactants needed to synthesize it. The reactants are: [CH3:1][O:2][C:3]([NH:5][C@@H:6]([CH:17]([CH3:19])[CH3:18])[C:7]([N:9]1[CH2:13][CH2:12][CH2:11][C@H:10]1[C:14]([OH:16])=O)=[O:8])=[O:4].[C:20]([C:24]1[CH:29]=[CH:28][C:27]([N:30]2[C@H:34]([C:35]3[CH:41]=[CH:40][C:38]([NH2:39])=[CH:37][CH:36]=3)[CH2:33][CH2:32][C@H:31]2[C:42]2[CH:48]=[CH:47][C:45]([NH2:46])=[CH:44][CH:43]=2)=[CH:26][CH:25]=1)([CH3:23])([CH3:22])[CH3:21].CN(C(ON1N=NC2C=CC=NC1=2)=[N+](C)C)C.F[P-](F)(F)(F)(F)F.CCN(C(C)C)C(C)C. (6) Given the product [N:12]1[C:13]2[C:8](=[CH:7][CH:6]=[CH:15][CH:14]=2)[CH:9]=[N:10][CH:11]=1, predict the reactants needed to synthesize it. The reactants are: COCCO[C:6]1[CH:7]=[C:8]2[C:13](=[CH:14][C:15]=1OCCOC)[N:12]=[CH:11][N:10]=[C:9]2Cl.OC1ON=C(C2C=CC=CC=2)C=1.C(N(CC)CC)C.